From a dataset of Full USPTO retrosynthesis dataset with 1.9M reactions from patents (1976-2016). Predict the reactants needed to synthesize the given product. (1) Given the product [OH:29][CH:28]=[C:10]1[C:9]2[C:4](=[CH:5][C:6]([C:11]([C:13]3[CH:14]=[C:15]([NH:19][C:20]([C:22]4[S:23][CH:24]=[CH:25][C:26]=4[CH3:27])=[O:21])[CH:16]=[CH:17][CH:18]=3)=[O:12])=[CH:7][CH:8]=2)[NH:3][C:2]1=[O:1], predict the reactants needed to synthesize it. The reactants are: [O:1]=[C:2]1[CH2:10][C:9]2[C:4](=[CH:5][C:6]([C:11]([C:13]3[CH:14]=[C:15]([NH:19][C:20]([C:22]4[S:23][CH:24]=[CH:25][C:26]=4[CH3:27])=[O:21])[CH:16]=[CH:17][CH:18]=3)=[O:12])=[CH:7][CH:8]=2)[NH:3]1.[CH:28](OCC)=[O:29].[O-]CC.[Na+].Cl. (2) The reactants are: [N+:1]([C:4]1[CH:5]=[C:6]([CH:10]=[C:11]([C:13]([F:16])([F:15])[F:14])[CH:12]=1)[C:7](O)=[O:8])([O-:3])=[O:2].C(Cl)(=O)C(Cl)=O.Cl.[CH3:24][NH:25][CH3:26].CCN(CC)CC. Given the product [N+:1]([C:4]1[CH:5]=[C:6]([CH:10]=[C:11]([C:13]([F:16])([F:15])[F:14])[CH:12]=1)[C:7]([N:25]([CH3:26])[CH3:24])=[O:8])([O-:3])=[O:2], predict the reactants needed to synthesize it. (3) Given the product [Cl:1][C:2]1[CH:3]=[CH:4][C:5]([C:8]2[CH:13]=[CH:12][N:11]=[C:10]([S:18]([CH3:22])(=[O:20])=[O:17])[N:9]=2)=[CH:6][CH:7]=1, predict the reactants needed to synthesize it. The reactants are: [Cl:1][C:2]1[CH:7]=[CH:6][C:5]([C:8]2[CH:13]=[CH:12][N:11]=[C:10](SC)[N:9]=2)=[CH:4][CH:3]=1.O[O:17][S:18]([O-:20])=O.[K+].[CH3:22]C(C)=O. (4) Given the product [CH:1]([C:3]1[C:8]([O:9][CH2:11][CH:12]=[CH2:13])=[CH:7][CH:6]=[CH:5][C:4]=1[O:10][CH2:26][CH:24]=[CH2:23])=[CH2:2], predict the reactants needed to synthesize it. The reactants are: [CH:1]([C:3]1[C:8]([OH:9])=[CH:7][CH:6]=[CH:5][C:4]=1[OH:10])=[CH2:2].[CH2:11](Br)[CH:12]=[CH2:13].C(=O)([O-])[O-].[K+].[K+].[I-].[K+].[CH3:23][C:24]([CH3:26])=O. (5) Given the product [C:1]([N:8]1[CH2:12][C@@H:11]([NH:13][C:51]2[CH:56]=[CH:55][C:54]([F:57])=[CH:53][C:52]=2[F:58])[CH2:10][C@H:9]1[C:14]([N:16]1[CH2:17][CH2:18][N:19]([CH3:22])[CH2:20][CH2:21]1)=[O:15])([O:3][C:4]([CH3:7])([CH3:6])[CH3:5])=[O:2], predict the reactants needed to synthesize it. The reactants are: [C:1]([N:8]1[CH2:12][C@@H:11]([NH2:13])[CH2:10][C@H:9]1[C:14]([N:16]1[CH2:21][CH2:20][N:19]([CH3:22])[CH2:18][CH2:17]1)=[O:15])([O:3][C:4]([CH3:7])([CH3:6])[CH3:5])=[O:2].CC(C)([O-])C.[Na+].C(P(C(C)(C)C)C1C=CC=CC=1C1C=CC=CC=1)(C)(C)C.Br[C:51]1[CH:56]=[CH:55][C:54]([F:57])=[CH:53][C:52]=1[F:58]. (6) Given the product [CH2:8]([NH:15][CH2:1][C:2]1[O:6][CH:5]=[CH:4][CH:3]=1)[C:9]1[CH:14]=[CH:13][CH:12]=[CH:11][CH:10]=1, predict the reactants needed to synthesize it. The reactants are: [CH2:1](O)[C:2]1[O:6][CH:5]=[CH:4][CH:3]=1.[CH2:8]([NH2:15])[C:9]1[CH:14]=[CH:13][CH:12]=[CH:11][CH:10]=1.